From a dataset of Forward reaction prediction with 1.9M reactions from USPTO patents (1976-2016). Predict the product of the given reaction. (1) Given the reactants C(OC(=O)[NH:7][CH2:8][C:9]([N:11]1[CH2:16][CH2:15][N:14]([CH2:17][C:18]2[CH:23]=[CH:22][C:21]([NH:24][C:25]3[N:30]=[CH:29][C:28]4=[CH:31][CH:32]=[C:33]([C:34]5[CH:39]=[CH:38][CH:37]=[CH:36][C:35]=5[N:40]([S:42]([CH3:45])(=[O:44])=[O:43])[CH3:41])[N:27]4[N:26]=3)=[C:20]([O:46][CH3:47])[CH:19]=2)[CH2:13][CH2:12]1)=[O:10])(C)(C)C.FC(F)(F)C(O)=O, predict the reaction product. The product is: [NH2:7][CH2:8][C:9]([N:11]1[CH2:16][CH2:15][N:14]([CH2:17][C:18]2[CH:23]=[CH:22][C:21]([NH:24][C:25]3[N:30]=[CH:29][C:28]4=[CH:31][CH:32]=[C:33]([C:34]5[CH:39]=[CH:38][CH:37]=[CH:36][C:35]=5[N:40]([CH3:41])[S:42]([CH3:45])(=[O:44])=[O:43])[N:27]4[N:26]=3)=[C:20]([O:46][CH3:47])[CH:19]=2)[CH2:13][CH2:12]1)=[O:10]. (2) Given the reactants [Li+].CC([N-]C(C)C)C.[C:9]([O:14][CH2:15][CH3:16])(=[O:13])[CH:10]([CH3:12])[CH3:11].Br[CH2:18][CH2:19][CH2:20][CH2:21][CH2:22][CH2:23][CH2:24][Br:25], predict the reaction product. The product is: [CH3:11][C:10]([CH3:12])([CH2:18][CH2:19][CH2:20][CH2:21][CH2:22][CH2:23][CH2:24][Br:25])[C:9]([O:14][CH2:15][CH3:16])=[O:13]. (3) Given the reactants C(O[C:6]([N:8]1[CH2:13][CH2:12][C:11](=[C:14]([Br:28])[C:15]2[CH:20]=[CH:19][C:18]([C:21](=[O:27])[N:22]([CH2:25][CH3:26])[CH2:23][CH3:24])=[CH:17][CH:16]=2)[CH2:10][CH2:9]1)=O)(C)(C)C.C(O)(C(F)(F)F)=O.C(Br)[C:37]1[CH:42]=[CH:41][CH:40]=[CH:39][CH:38]=1.C(N(CC)CC)C, predict the reaction product. The product is: [CH2:25]([N:22]([CH2:23][CH3:24])[C:21](=[O:27])[C:18]1[CH:17]=[CH:16][C:15]([C:14]([Br:28])=[C:11]2[CH2:12][CH2:13][N:8]([CH2:6][C:37]3[CH:42]=[CH:41][CH:40]=[CH:39][CH:38]=3)[CH2:9][CH2:10]2)=[CH:20][CH:19]=1)[CH3:26]. (4) Given the reactants [F:1][C:2]([F:23])([F:22])[C:3]1[CH:17]=[C:16]([C:18]([F:21])([F:20])[F:19])[CH:15]=[CH:14][C:4]=1[CH2:5][N:6]1[CH2:11][CH2:10][CH:9]([CH:12]=O)[CH2:8][CH2:7]1.[O:24]=[C:25]1[N:29]=[C:28]([NH:30][CH2:31][C:32]([O:34][CH2:35][CH3:36])=[O:33])[CH2:27][S:26]1.C([O-])(=O)C.[NH2+]1CCCCC1, predict the reaction product. The product is: [F:23][C:2]([F:1])([F:22])[C:3]1[CH:17]=[C:16]([C:18]([F:21])([F:20])[F:19])[CH:15]=[CH:14][C:4]=1[CH2:5][N:6]1[CH2:11][CH2:10][CH:9](/[CH:12]=[C:27]2/[C:28]([NH:30][CH2:31][C:32]([O:34][CH2:35][CH3:36])=[O:33])=[N:29][C:25](=[O:24])[S:26]/2)[CH2:8][CH2:7]1.